This data is from Reaction yield outcomes from USPTO patents with 853,638 reactions. The task is: Predict the reaction yield, written as a fraction of the theoretical maximum amount of product (1.0 means a 100% yield; for example, 0.34 means a 34% yield). (1) The reactants are [CH2:1]([CH:8]1[C:17]2[C:12](=[CH:13][CH:14]=[C:15]([O:18][CH3:19])[CH:16]=2)[CH2:11][CH2:10][C:9]1=O)[C:2]1[CH:7]=[CH:6][CH:5]=[CH:4][CH:3]=1.[C:21]([NH2:25])(=[O:24])[CH2:22][CH3:23].O.C1(C)C=CC(S(O)(=O)=O)=CC=1. The catalyst is C1(C)C=CC=CC=1. The product is [CH2:1]([C:8]1[C:17]2[C:12](=[CH:13][CH:14]=[C:15]([O:18][CH3:19])[CH:16]=2)[CH2:11][CH2:10][C:9]=1[NH:25][C:21](=[O:24])[CH2:22][CH3:23])[C:2]1[CH:7]=[CH:6][CH:5]=[CH:4][CH:3]=1. The yield is 0.650. (2) The reactants are [NH2:1][C:2]1[CH:7]=[CH:6][C:5]([C:8]2[N:9]([CH:22]3[CH2:25][CH2:24][CH2:23]3)[C:10]3[C:15]([C:16]=2[C:17]#[N:18])=[CH:14][CH:13]=[C:12]([O:19][CH2:20][CH3:21])[CH:11]=3)=[CH:4][CH:3]=1.Cl[C:27]([O:29][C:30]1[CH:35]=[CH:34][C:33]([N+]([O-])=O)=C[CH:31]=1)=[O:28].N1C=CC=CC=1.C1(C(C)O)CC1. The catalyst is C(Cl)Cl.ClCCCl. The product is [CH:35]1([CH:30]([O:29][C:27](=[O:28])[NH:1][C:2]2[CH:3]=[CH:4][C:5]([C:8]3[N:9]([CH:22]4[CH2:23][CH2:24][CH2:25]4)[C:10]4[C:15]([C:16]=3[C:17]#[N:18])=[CH:14][CH:13]=[C:12]([O:19][CH2:20][CH3:21])[CH:11]=4)=[CH:6][CH:7]=2)[CH3:31])[CH2:34][CH2:33]1. The yield is 0.600. (3) The reactants are [Br:1][C:2]1[CH:3]=[C:4]([S:9](Cl)(=[O:11])=[O:10])[CH:5]=[C:6]([CH3:8])[CH:7]=1.[CH3:13][NH:14][CH3:15]. The catalyst is ClCCl. The product is [Br:1][C:2]1[CH:3]=[C:4]([S:9]([N:14]([CH3:15])[CH3:13])(=[O:11])=[O:10])[CH:5]=[C:6]([CH3:8])[CH:7]=1. The yield is 0.960.